From a dataset of Catalyst prediction with 721,799 reactions and 888 catalyst types from USPTO. Predict which catalyst facilitates the given reaction. (1) Reactant: [Cu][C:2]#[N:3].Br[C:5]1[C:6]([CH2:34][N:35]2[CH2:40][CH2:39][CH2:38][C@H:37]([NH:41][CH3:42])[CH2:36]2)=[C:7]([C:30]([F:33])([F:32])[F:31])[CH:8]=[C:9]2[C:14]=1[NH:13][C:12](=[O:15])[N:11]([CH2:16][C:17]1[CH:22]=[C:21]([Cl:23])[CH:20]=[CH:19][C:18]=1[S:24]([CH2:27][CH3:28])(=[O:26])=[O:25])[C:10]2=[O:29]. Product: [Cl:23][C:21]1[CH:20]=[CH:19][C:18]([S:24]([CH2:27][CH3:28])(=[O:25])=[O:26])=[C:17]([CH2:16][N:11]2[C:10](=[O:29])[C:9]3[C:14](=[C:5]([C:2]#[N:3])[C:6]([CH2:34][N:35]4[CH2:40][CH2:39][CH2:38][C@H:37]([NH:41][CH3:42])[CH2:36]4)=[C:7]([C:30]([F:33])([F:31])[F:32])[CH:8]=3)[NH:13][C:12]2=[O:15])[CH:22]=1. The catalyst class is: 3. (2) Reactant: [NH2:1][C:2](=[O:28])[C@@H:3]([NH:20]C(=O)OC(C)(C)C)[CH2:4][C:5]1[CH:10]=[CH:9][C:8]([S:11]([C:14]2[CH:19]=[CH:18][CH:17]=[CH:16][CH:15]=2)(=[O:13])=[O:12])=[CH:7][CH:6]=1.C(O)(C(F)(F)F)=O. Product: [NH2:20][C@@H:3]([CH2:4][C:5]1[CH:10]=[CH:9][C:8]([S:11]([C:14]2[CH:19]=[CH:18][CH:17]=[CH:16][CH:15]=2)(=[O:13])=[O:12])=[CH:7][CH:6]=1)[C:2]([NH2:1])=[O:28]. The catalyst class is: 2. (3) Reactant: F[P-](F)(F)(F)(F)F.N1(OC(N(C)C)=[N+](C)C)C2N=CC=CC=2N=N1.[NH:25]1[CH2:29][CH2:28][CH2:27][CH2:26]1.C(N(C(C)C)CC)(C)C.[C:39]([O:43][C:44]([NH:46][CH2:47][CH2:48][C:49](O)=[O:50])=[O:45])([CH3:42])([CH3:41])[CH3:40]. Product: [O:50]=[C:49]([N:25]1[CH2:29][CH2:28][CH2:27][CH2:26]1)[CH2:48][CH2:47][NH:46][C:44](=[O:45])[O:43][C:39]([CH3:41])([CH3:40])[CH3:42]. The catalyst class is: 4. (4) Reactant: [CH3:1][O:2][C:3]1[CH:12]=[C:11]2[C:6]([CH:7]=[C:8](CC#N)[C:9]([CH3:13])=[N:10]2)=[CH:5][CH:4]=1.[C:17]([OH:20])(=[O:19])[CH3:18].S(=O)(=O)(O)O.O1CCOCC1. Product: [CH3:1][O:2][C:3]1[CH:12]=[C:11]2[C:6]([CH:7]=[C:8]([CH2:18][C:17]([OH:20])=[O:19])[C:9]([CH3:13])=[N:10]2)=[CH:5][CH:4]=1. The catalyst class is: 6. (5) Reactant: [C:1]([S:5][CH2:6][C:7]1[CH:25]=[C:24]([NH:26][C:27](=[O:32])[C:28]([CH3:31])([CH3:30])[CH3:29])[CH:23]=[CH:22][C:8]=1[O:9][C:10]1[CH:11]=[C:12]([CH2:18][C:19]([OH:21])=[O:20])[CH:13]=[CH:14][C:15]=1[O:16][CH3:17])([CH3:4])([CH3:3])[CH3:2].[CH2:33]([O:40][C:41]([C@H:43]1[C@H:48]([OH:49])[C@@H:47]([OH:50])[C@H:46]([OH:51])[C@H:45](O)[O:44]1)=[O:42])[C:34]1[CH:39]=[CH:38][CH:37]=[CH:36][CH:35]=1.CN(C(ON1N=NC2C=CC=NC1=2)=[N+](C)C)C.F[P-](F)(F)(F)(F)F.CN1CCOCC1. Product: [CH2:33]([O:40][C:41]([C@H:43]1[C@H:48]([OH:49])[C@@H:47]([OH:50])[C@H:46]([OH:51])[C@H:45]([O:20][C:19](=[O:21])[CH2:18][C:12]2[CH:13]=[CH:14][C:15]([O:16][CH3:17])=[C:10]([O:9][C:8]3[CH:22]=[CH:23][C:24]([NH:26][C:27](=[O:32])[C:28]([CH3:31])([CH3:30])[CH3:29])=[CH:25][C:7]=3[CH2:6][S:5][C:1]([CH3:4])([CH3:3])[CH3:2])[CH:11]=2)[O:44]1)=[O:42])[C:34]1[CH:35]=[CH:36][CH:37]=[CH:38][CH:39]=1. The catalyst class is: 23. (6) Reactant: [C:1]([O:5][C:6]([N:8]1[CH2:13][CH2:12][C:11]([CH:20]2[CH2:25][CH2:24][CH2:23][CH2:22][CH2:21]2)([CH2:14][C:15](=[C:18]=[O:19])OC)[CH2:10][CH2:9]1)=[O:7])([CH3:4])([CH3:3])[CH3:2].[H-].C([Al+]CC(C)C)C(C)C. Product: [C:1]([O:5][C:6]([N:8]1[CH2:9][CH2:10][C:11]([CH:20]2[CH2:21][CH2:22][CH2:23][CH2:24][CH2:25]2)([CH2:14][CH2:15][CH:18]=[O:19])[CH2:12][CH2:13]1)=[O:7])([CH3:4])([CH3:2])[CH3:3]. The catalyst class is: 2. (7) Reactant: N1(C(=S)NC2[S:9][C:10]3[CH:16]=[C:15]([NH:17][C:18](=[O:20])[CH3:19])[CH:14]=[CH:13][C:11]=3[N:12]=2)C=CN=C1.[CH2:22]([N:24]([CH2:27][CH3:28])[CH2:25][CH3:26])[CH3:23].[CH:29]([N:32]=C=NC(C)C)(C)C.[CH:38](Cl)(Cl)Cl.C[N:43]([CH3:46])[CH:44]=[O:45]. Product: [N:24]12[CH2:27][CH2:28][CH:38]([CH2:26][CH2:25]1)[C@@:23]1([O:45][C:44]([NH:43][C:46]3[S:9][C:10]4[CH:16]=[C:15]([NH:17][C:18](=[O:20])[CH3:19])[CH:14]=[CH:13][C:11]=4[N:12]=3)=[N:32][CH2:29]1)[CH2:22]2. The catalyst class is: 6. (8) Reactant: Cl.C[O:3][C:4]1[CH:9]=[CH:8][C:7]([S:10]([N:13]([CH3:15])[CH3:14])(=[O:12])=[O:11])=[CH:6][C:5]=1[C:16]1[CH:25]=[CH:24][C:23]2[C:18](=[CH:19][CH:20]=[C:21]([O:26]C)[CH:22]=2)[C:17]=1[C:28](=[O:44])[C:29]1[CH:34]=[CH:33][C:32]([O:35][CH2:36][CH2:37][N:38]2[CH2:43][CH2:42][CH2:41][CH2:40][CH2:39]2)=[CH:31][CH:30]=1.B(Br)(Br)Br. Product: [OH:3][C:4]1[CH:9]=[CH:8][C:7]([S:10]([N:13]([CH3:14])[CH3:15])(=[O:11])=[O:12])=[CH:6][C:5]=1[C:16]1[CH:25]=[CH:24][C:23]2[C:18](=[CH:19][CH:20]=[C:21]([OH:26])[CH:22]=2)[C:17]=1[C:28](=[O:44])[C:29]1[CH:34]=[CH:33][C:32]([O:35][CH2:36][CH2:37][N:38]2[CH2:43][CH2:42][CH2:41][CH2:40][CH2:39]2)=[CH:31][CH:30]=1. The catalyst class is: 2.